This data is from Reaction yield outcomes from USPTO patents with 853,638 reactions. The task is: Predict the reaction yield, written as a fraction of the theoretical maximum amount of product (1.0 means a 100% yield; for example, 0.34 means a 34% yield). (1) The reactants are [F:1][C:2]1[CH:7]=[CH:6][C:5]([CH:8]2[O:12][C:11](=[O:13])[NH:10][CH:9]2[CH2:14][C:15]2[CH:20]=[CH:19][C:18]([C:21]([F:24])([F:23])[F:22])=[CH:17][CH:16]=2)=[CH:4][CH:3]=1.[H-].[Na+].[C:27]1([CH2:37]Cl)[C:36]2[C:31](=[CH:32][CH:33]=[CH:34][CH:35]=2)[CH:30]=[CH:29][CH:28]=1. The catalyst is CN(C)C=O.O. The product is [F:1][C:2]1[CH:7]=[CH:6][C:5]([CH:8]2[O:12][C:11](=[O:13])[N:10]([CH2:37][C:27]3[C:36]4[C:31](=[CH:32][CH:33]=[CH:34][CH:35]=4)[CH:30]=[CH:29][CH:28]=3)[CH:9]2[CH2:14][C:15]2[CH:20]=[CH:19][C:18]([C:21]([F:22])([F:24])[F:23])=[CH:17][CH:16]=2)=[CH:4][CH:3]=1. The yield is 0.870. (2) The reactants are [CH3:1][CH:2]([O:4][C:5]1[CH:12]=[CH:11][C:10]([C:13]2[S:14][C:15]([N:18]3[C:26]([CH3:27])=[C:21]4[CH2:22][NH:23][CH2:24][CH2:25][C:20]4=[N:19]3)=[N:16][N:17]=2)=[CH:9][C:6]=1[C:7]#[N:8])[CH3:3].Br[CH2:29][CH2:30][OH:31].C(=O)([O-])[O-].[K+].[K+]. The catalyst is C(#N)C. The product is [OH:31][CH2:30][CH2:29][N:23]1[CH2:24][CH2:25][C:20]2=[N:19][N:18]([C:15]3[S:14][C:13]([C:10]4[CH:11]=[CH:12][C:5]([O:4][CH:2]([CH3:1])[CH3:3])=[C:6]([CH:9]=4)[C:7]#[N:8])=[N:17][N:16]=3)[C:26]([CH3:27])=[C:21]2[CH2:22]1. The yield is 0.270. (3) The product is [C:1]1([S:7]([C:10]2[CH:11]=[CH:12][C:13]([C:16]([OH:25])=[O:17])=[CH:14][CH:15]=2)(=[O:9])=[O:8])[CH:2]=[CH:3][CH:4]=[CH:5][CH:6]=1. The reactants are [C:1]1([S:7]([C:10]2[CH:15]=[CH:14][C:13]([CH3:16])=[CH:12][CH:11]=2)(=[O:9])=[O:8])[CH:6]=[CH:5][CH:4]=[CH:3][CH:2]=1.[OH-:17].[Na+].[O-][Mn](=O)(=O)=O.[K+].[OH2:25]. No catalyst specified. The yield is 0.260. (4) The reactants are [CH:1]1([N:4]([CH:34]2[CH2:36][CH2:35]2)[C:5]([C:7]2[N:31]([CH2:32][CH3:33])[C:10]3=[N:11][C:12]([NH:19][C:20]4[S:21][C:22]([C:27]([O:29]C)=[O:28])=[C:23]([CH2:25][CH3:26])[N:24]=4)=[C:13]4[N:17]=[CH:16][N:15]([CH3:18])[C:14]4=[C:9]3[CH:8]=2)=[O:6])[CH2:3][CH2:2]1.[OH-].[Na+].Cl. The catalyst is CO.O. The product is [CH:1]1([N:4]([CH:34]2[CH2:36][CH2:35]2)[C:5]([C:7]2[N:31]([CH2:32][CH3:33])[C:10]3=[N:11][C:12]([NH:19][C:20]4[S:21][C:22]([C:27]([OH:29])=[O:28])=[C:23]([CH2:25][CH3:26])[N:24]=4)=[C:13]4[N:17]=[CH:16][N:15]([CH3:18])[C:14]4=[C:9]3[CH:8]=2)=[O:6])[CH2:3][CH2:2]1. The yield is 1.26. (5) The reactants are [NH2:1][C:2]1[N:7]=[C:6]([S:8]([NH:11][C:12]([C:14]2[C:15](Cl)=[N:16][C:17]([C:21]([CH3:24])([CH3:23])[CH3:22])=[C:18]([I:20])[CH:19]=2)=[O:13])(=[O:10])=[O:9])[CH:5]=[CH:4][CH:3]=1.[CH3:26][C:27]1([CH3:33])[CH2:31][C@H:30]([CH3:32])[CH2:29][NH:28]1.C([O-])([O-])=O.[K+].[K+].Cl. The catalyst is CS(C)=O. The product is [NH2:1][C:2]1[N:7]=[C:6]([S:8]([NH:11][C:12]([C:14]2[C:15]([N:28]3[CH2:29][C@@H:30]([CH3:32])[CH2:31][C:27]3([CH3:33])[CH3:26])=[N:16][C:17]([C:21]([CH3:24])([CH3:23])[CH3:22])=[C:18]([I:20])[CH:19]=2)=[O:13])(=[O:10])=[O:9])[CH:5]=[CH:4][CH:3]=1. The yield is 0.880.